Dataset: Catalyst prediction with 721,799 reactions and 888 catalyst types from USPTO. Task: Predict which catalyst facilitates the given reaction. (1) Reactant: C[O:2][C:3]([C:5]1[CH:10]=[CH:9][C:8]([C:11]2[CH:16]=[CH:15][CH:14]=[C:13]([NH:17][S:18]([C:21]3[CH:26]=[C:25]([CH3:27])[C:24]([Cl:28])=[CH:23][C:22]=3[CH3:29])(=[O:20])=[O:19])[C:12]=2[CH3:30])=[CH:7][CH:6]=1)=[O:4].O.[OH-].[Li+].CO. Product: [Cl:28][C:24]1[C:25]([CH3:27])=[CH:26][C:21]([S:18]([NH:17][C:13]2[C:12]([CH3:30])=[C:11]([C:8]3[CH:9]=[CH:10][C:5]([C:3]([OH:4])=[O:2])=[CH:6][CH:7]=3)[CH:16]=[CH:15][CH:14]=2)(=[O:20])=[O:19])=[C:22]([CH3:29])[CH:23]=1. The catalyst class is: 20. (2) Reactant: [CH:1]1[C:6]([CH:7]2[O:16][C:15]3[CH:14]=[C:13]([OH:17])[CH:12]=[C:11]([OH:18])[C:10]=3[CH2:9][CH:8]2[OH:19])=[CH:5][C:4]([OH:20])=[C:3]([OH:21])[CH:2]=1.OO. Product: [CH2:9]1[C:10]2[C:15](=[CH:14][C:13]([OH:17])=[CH:12][C:11]=2[OH:18])[O:16][C@H:7]([C:6]2[CH:1]=[C:1]3[C:6]([C@H:7]4[O:16][C:15]5[C:10](=[C:11]([OH:18])[CH:12]=[C:13]([OH:17])[CH:14]=5)[CH2:9][C@@H:8]4[OH:19])=[CH:5][C:4]([OH:20])=[C:3]([OH:21])[C:2]3=[C:3]([OH:21])[C:4](=[O:20])[CH:5]=2)[C@@H:8]1[OH:19]. The catalyst class is: 21.